Dataset: NCI-60 drug combinations with 297,098 pairs across 59 cell lines. Task: Regression. Given two drug SMILES strings and cell line genomic features, predict the synergy score measuring deviation from expected non-interaction effect. Drug 1: CC1CCC2CC(C(=CC=CC=CC(CC(C(=O)C(C(C(=CC(C(=O)CC(OC(=O)C3CCCCN3C(=O)C(=O)C1(O2)O)C(C)CC4CCC(C(C4)OC)O)C)C)O)OC)C)C)C)OC. Drug 2: C1CC(=O)NC(=O)C1N2C(=O)C3=CC=CC=C3C2=O. Cell line: SW-620. Synergy scores: CSS=18.0, Synergy_ZIP=1.00, Synergy_Bliss=3.36, Synergy_Loewe=-17.6, Synergy_HSA=3.98.